Task: Predict the reactants needed to synthesize the given product.. Dataset: Full USPTO retrosynthesis dataset with 1.9M reactions from patents (1976-2016) (1) Given the product [OH:1][C:2]1[C:3]([S:17]([OH:19])(=[O:18])=[O:16])=[CH:4][C:5]2[C:10]([CH:11]=1)=[CH:9][C:8]([S:12]([OH:15])(=[O:13])=[O:14])=[CH:7][CH:6]=2, predict the reactants needed to synthesize it. The reactants are: [OH:1][C:2]1[CH:11]=[C:10]2[C:5]([CH:6]=[CH:7][C:8]([S:12]([OH:15])(=[O:14])=[O:13])=[CH:9]2)=[CH:4][CH:3]=1.[OH:16][S:17](O)(=[O:19])=[O:18]. (2) Given the product [F:32][C:31]([F:33])([F:34])[C:30]([C:27]1[CH:26]=[CH:25][C:24]([N:10]2[CH2:11][CH2:12][N:13]([S:15]([C:18]3[S:19][CH:20]=[CH:21][N:22]=3)(=[O:17])=[O:16])[CH2:14][C@@H:9]2[CH2:8][N:3]2[CH2:4][CH2:5][O:6][CH2:7][C@@H:2]2[CH3:1])=[CH:29][CH:28]=1)([OH:36])[CH3:35], predict the reactants needed to synthesize it. The reactants are: [CH3:1][C@H:2]1[CH2:7][O:6][CH2:5][CH2:4][N:3]1[CH2:8][C@H:9]1[CH2:14][N:13]([S:15]([C:18]2[S:19][CH:20]=[CH:21][N:22]=2)(=[O:17])=[O:16])[CH2:12][CH2:11][NH:10]1.Br[C:24]1[CH:29]=[CH:28][C:27]([C:30]([OH:36])([CH3:35])[C:31]([F:34])([F:33])[F:32])=[CH:26][CH:25]=1.CC(C)([O-])C.[Na+].C1(P(C2CCCCC2)C2C=CC=CC=2C2C(OC(C)C)=CC=CC=2OC(C)C)CCCCC1. (3) Given the product [ClH:3].[F:4][C:5]1[CH:43]=[CH:42][CH:41]=[C:40]([F:44])[C:6]=1[CH2:7][N:8]1[C:13]2[S:14][C:15]([C:21]3[CH:22]=[CH:23][C:24]([N+:27]([O-:29])=[O:28])=[CH:25][CH:26]=3)=[C:16]([CH2:17][N:18]([CH3:19])[CH3:20])[C:12]=2[C:11](=[O:30])[N:10]([C:31]2[N:32]=[N:33][C:34]([O:37][CH3:38])=[CH:35][CH:36]=2)[C:9]1=[O:39], predict the reactants needed to synthesize it. The reactants are: CO.[ClH:3].[F:4][C:5]1[CH:43]=[CH:42][CH:41]=[C:40]([F:44])[C:6]=1[CH2:7][N:8]1[C:13]2[S:14][C:15]([C:21]3[CH:26]=[CH:25][C:24]([N+:27]([O-:29])=[O:28])=[CH:23][CH:22]=3)=[C:16]([CH2:17][N:18]([CH3:20])[CH3:19])[C:12]=2[C:11](=[O:30])[N:10]([C:31]2[N:32]=[N:33][C:34]([O:37][CH3:38])=[CH:35][CH:36]=2)[C:9]1=[O:39].